From a dataset of Tyrosyl-DNA phosphodiesterase HTS with 341,365 compounds. Binary Classification. Given a drug SMILES string, predict its activity (active/inactive) in a high-throughput screening assay against a specified biological target. The compound is S(=O)(=O)(Nc1ccc(C(=O)NCC(N2CCCC2)c2occc2)cc1)c1cc([N+]([O-])=O)ccc1. The result is 0 (inactive).